This data is from TCR-epitope binding with 47,182 pairs between 192 epitopes and 23,139 TCRs. The task is: Binary Classification. Given a T-cell receptor sequence (or CDR3 region) and an epitope sequence, predict whether binding occurs between them. (1) The epitope is TPINLVRDL. The TCR CDR3 sequence is CASSPGTGVNQPQHF. Result: 1 (the TCR binds to the epitope). (2) The epitope is RQLLFVVEV. The TCR CDR3 sequence is CASSMPNNEQFF. Result: 1 (the TCR binds to the epitope). (3) The epitope is LPRRSGAAGA. The TCR CDR3 sequence is CASRIGQGTVGELFF. Result: 0 (the TCR does not bind to the epitope).